This data is from Reaction yield outcomes from USPTO patents with 853,638 reactions. The task is: Predict the reaction yield, written as a fraction of the theoretical maximum amount of product (1.0 means a 100% yield; for example, 0.34 means a 34% yield). (1) The reactants are [Br:1][C:2]1[CH:7]=[CH:6][C:5]([OH:8])=[CH:4][C:3]=1[CH3:9].Br[CH2:11][CH2:12][O:13][CH2:14][CH3:15].C([O-])([O-])=O.[K+].[K+]. The catalyst is CN(C=O)C.[Cl-].[Na+].O. The product is [Br:1][C:2]1[CH:7]=[CH:6][C:5]([O:8][CH2:11][CH2:12][O:13][CH2:14][CH3:15])=[CH:4][C:3]=1[CH3:9]. The yield is 0.880. (2) The reactants are [CH2:1]([N:8]1[C:13](=[O:14])[CH2:12][NH:11][C:10]2[N:15]=[CH:16][C:17](I)=[CH:18][C:9]1=2)[C:2]1[CH:7]=[CH:6][CH:5]=[CH:4][CH:3]=1.[CH3:20][O:21][C:22]([C:24]1[CH:25]=[C:26](B(O)O)[CH:27]=[CH:28][CH:29]=1)=[O:23]. No catalyst specified. The product is [CH3:20][O:21][C:22](=[O:23])[C:24]1[CH:25]=[CH:26][CH:27]=[C:28]([C:17]2[CH:16]=[N:15][C:10]3[NH:11][CH2:12][C:13](=[O:14])[N:8]([CH2:1][C:2]4[CH:7]=[CH:6][CH:5]=[CH:4][CH:3]=4)[C:9]=3[CH:18]=2)[CH:29]=1. The yield is 0.700. (3) The yield is 0.680. The product is [CH2:6]([C:8]1([CH2:1][CH3:2])[C:9]2[CH:10]=[CH:11][CH:12]=[CH:13][C:14]=2[C:15]2[C:20]1=[CH:19][CH:18]=[CH:17][CH:16]=2)[CH3:7]. The catalyst is C1COCC1.O. The reactants are [CH2:1]([Li])[CH2:2]CC.[CH2:6]([CH:8]1[C:20]2[CH:19]=[CH:18][CH:17]=[CH:16][C:15]=2[C:14]2[C:9]1=[CH:10][CH:11]=[CH:12][CH:13]=2)[CH3:7].BrCC.Cl. (4) The reactants are Cl[C:2]1[N:7]=[CH:6][C:5]([C:8]2[CH:17]=[C:16]3[C:11]([CH:12]=[C:13]([NH:18][C:19]([CH:21]4[CH2:23][CH2:22]4)=[O:20])[N:14]=[CH:15]3)=[CH:10][CH:9]=2)=[C:4]([CH3:24])[CH:3]=1.F[B-](F)(F)F.F[B-](F)(F)F.C1(P(C2CCCCC2)CCCP(C2CCCCC2)C2CCCCC2)CCCCC1.[C:64](=[O:67])([O-])[O-].[K+].[K+].[CH3:70][NH2:71]. The catalyst is C(OCC)(=O)C.C([O-])(=O)C.[Pd+2].C([O-])(=O)C.CN(C)C=O. The product is [CH:21]1([C:19]([NH:18][C:13]2[N:14]=[CH:15][C:16]3[C:11]([CH:12]=2)=[CH:10][CH:9]=[C:8]([C:5]2[C:4]([CH3:24])=[CH:3][C:2]([C:64]([NH:71][CH3:70])=[O:67])=[N:7][CH:6]=2)[CH:17]=3)=[O:20])[CH2:23][CH2:22]1. The yield is 0.500. (5) The reactants are [H-].[Al+3].[Li+].[H-].[H-].[H-].C(O[C:15]([N:17]1[CH2:21][CH2:20][CH2:19][C@H:18]1[C:22](=O)[NH:23][C:24]1[CH:29]=[CH:28][C:27]([Br:30])=[CH:26][CH:25]=1)=O)C1C=CC=CC=1. The catalyst is O1CCCC1. The product is [Br:30][C:27]1[CH:28]=[CH:29][C:24]([NH:23][CH2:22][C@@H:18]2[CH2:19][CH2:20][CH2:21][N:17]2[CH3:15])=[CH:25][CH:26]=1. The yield is 0.660. (6) The yield is 1.00. The catalyst is CN(C=O)C.C(Cl)Cl. The product is [N:22]1([C:11]([C:9]2[S:10][C:3]3[C:4](=[N:5][CH:6]=[CH:7][C:2]=3[Cl:1])[CH:8]=2)=[O:13])[CH2:25][CH2:24][CH2:23]1. The reactants are [Cl:1][C:2]1[CH:7]=[CH:6][N:5]=[C:4]2[CH:8]=[C:9]([C:11]([O-:13])=O)[S:10][C:3]=12.[Li+].C(Cl)(=O)C(Cl)=O.Cl.[NH:22]1[CH2:25][CH2:24][CH2:23]1.CCN(C(C)C)C(C)C. (7) The reactants are [CH3:1][C:2]1([CH3:35])[CH:7]([C:8]([O:10]C)=[O:9])[CH2:6][CH:5]=[C:4]([C:12]2[N:13]=[CH:14][N:15]([C:17]3[CH:22]=[C:21]([NH:23][C:24]4[N:29]=[C:28]([C:30]([F:33])([F:32])[F:31])[CH:27]=[CH:26][N:25]=4)[CH:20]=[C:19]([CH3:34])[CH:18]=3)[CH:16]=2)[CH2:3]1.[OH-].[Na+].Cl. The catalyst is CO.O. The product is [CH3:1][C:2]1([CH3:35])[CH:7]([C:8]([OH:10])=[O:9])[CH2:6][CH:5]=[C:4]([C:12]2[N:13]=[CH:14][N:15]([C:17]3[CH:22]=[C:21]([NH:23][C:24]4[N:29]=[C:28]([C:30]([F:33])([F:31])[F:32])[CH:27]=[CH:26][N:25]=4)[CH:20]=[C:19]([CH3:34])[CH:18]=3)[CH:16]=2)[CH2:3]1. The yield is 0.590.